Dataset: Catalyst prediction with 721,799 reactions and 888 catalyst types from USPTO. Task: Predict which catalyst facilitates the given reaction. (1) Reactant: [CH3:1][C@H:2]1[NH:7][C@@H:6]([CH3:8])[CH2:5][N:4]([C:9]2[CH:10]=[CH:11][C:12]([O:16][CH3:17])=[C:13]([CH:15]=2)[NH2:14])[CH2:3]1.CN1CCOCC1.[Br:25][C:26]1[CH:31]=[CH:30][C:29]([S:32](Cl)(=[O:34])=[O:33])=[C:28]([CH3:36])[CH:27]=1. Product: [Br:25][C:26]1[CH:31]=[CH:30][C:29]([S:32]([NH:14][C:13]2[CH:15]=[C:9]([N:4]3[CH2:3][C@H:2]([CH3:1])[NH:7][C@H:6]([CH3:8])[CH2:5]3)[CH:10]=[CH:11][C:12]=2[O:16][CH3:17])(=[O:34])=[O:33])=[C:28]([CH3:36])[CH:27]=1. The catalyst class is: 4. (2) Reactant: [NH:1]1[C:5]2[CH:6]=[CH:7][CH:8]=[CH:9][C:4]=2[N:3]=[C:2]1[CH:10]1[CH2:15][CH2:14][CH2:13][CH:12]([NH:16][C:17]([C:19]2[CH:28]=[CH:27][C:22]3[O:23][CH2:24][CH2:25][O:26][C:21]=3[CH:20]=2)=[O:18])[CH2:11]1.Br[CH2:30][CH2:31][O:32][CH3:33].C(=O)([O-])[O-].[K+].[K+]. Product: [CH3:33][O:32][CH2:31][CH2:30][N:1]1[C:5]2[CH:6]=[CH:7][CH:8]=[CH:9][C:4]=2[N:3]=[C:2]1[CH:10]1[CH2:15][CH2:14][CH2:13][CH:12]([NH:16][C:17]([C:19]2[CH:28]=[CH:27][C:22]3[O:23][CH2:24][CH2:25][O:26][C:21]=3[CH:20]=2)=[O:18])[CH2:11]1. The catalyst class is: 3. (3) Reactant: O=[C:2]1[NH:7][CH:6]=[N:5][C:4]2[CH:8]=[C:9]([C:11]3[CH:21]=[CH:20][C:14]([C:15]([O:17][CH2:18][CH3:19])=[O:16])=[CH:13][CH:12]=3)[NH:10][C:3]1=2.P(Cl)(Cl)([Cl:24])=O. The catalyst class is: 12. Product: [ClH:24].[Cl:24][C:2]1[C:3]2[NH:10][C:9]([C:11]3[CH:21]=[CH:20][C:14]([C:15]([O:17][CH2:18][CH3:19])=[O:16])=[CH:13][CH:12]=3)=[CH:8][C:4]=2[N:5]=[CH:6][N:7]=1.